This data is from Forward reaction prediction with 1.9M reactions from USPTO patents (1976-2016). The task is: Predict the product of the given reaction. (1) Given the reactants N#N.[NH2:3][C:4]1[CH:9]=[CH:8][CH:7]=[CH:6][C:5]=1[NH:10][C:11](=O)[CH:12]([NH:24][C:25](=[O:31])[O:26][C:27]([CH3:30])([CH3:29])[CH3:28])[C:13]([C:16]1[CH:21]=[CH:20][C:19]([O:22][CH3:23])=[CH:18][CH:17]=1)([CH3:15])[CH3:14], predict the reaction product. The product is: [NH:10]1[C:5]2[CH:6]=[CH:7][CH:8]=[CH:9][C:4]=2[N:3]=[C:11]1[CH:12]([NH:24][C:25](=[O:31])[O:26][C:27]([CH3:30])([CH3:29])[CH3:28])[C:13]([C:16]1[CH:21]=[CH:20][C:19]([O:22][CH3:23])=[CH:18][CH:17]=1)([CH3:15])[CH3:14]. (2) Given the reactants Br[CH2:2][C:3]1[CH:8]=[CH:7][CH:6]=[C:5]([C:9]#[N:10])[CH:4]=1.BrCC1CCCCO1.[NH:19]1[C:27]2[C:22](=[CH:23][CH:24]=[CH:25][CH:26]=2)[C:21]2([C:39]3[C:30](=[CH:31][C:32]4[O:37][CH2:36][CH2:35][O:34][C:33]=4[CH:38]=3)[O:29][CH2:28]2)[C:20]1=[O:40], predict the reaction product. The product is: [O:40]=[C:20]1[C:21]2([C:39]3[C:30](=[CH:31][C:32]4[O:37][CH2:36][CH2:35][O:34][C:33]=4[CH:38]=3)[O:29][CH2:28]2)[C:22]2[C:27](=[CH:26][CH:25]=[CH:24][CH:23]=2)[N:19]1[CH2:2][C:3]1[CH:4]=[C:5]([CH:6]=[CH:7][CH:8]=1)[C:9]#[N:10]. (3) Given the reactants Cl[C:2]1[CH:7]=[CH:6][N:5]=[C:4]([NH:8][C:9]2[CH:14]=[C:13]([N:15]3[CH2:20][CH2:19][O:18][CH2:17][CH2:16]3)[CH:12]=[C:11]([N:21]3[CH2:26][CH2:25][O:24][CH2:23][CH2:22]3)[CH:10]=2)[N:3]=1.[Cl:27][C:28]1[N:33]=[CH:32][C:31]([NH:34][CH3:35])=[CH:30][CH:29]=1.Cl.O1CCOCC1, predict the reaction product. The product is: [Cl:27][C:28]1[N:33]=[CH:32][C:31]([N:34]([CH3:35])[C:2]2[CH:7]=[CH:6][N:5]=[C:4]([NH:8][C:9]3[CH:14]=[C:13]([N:15]4[CH2:16][CH2:17][O:18][CH2:19][CH2:20]4)[CH:12]=[C:11]([N:21]4[CH2:22][CH2:23][O:24][CH2:25][CH2:26]4)[CH:10]=3)[N:3]=2)=[CH:30][CH:29]=1. (4) Given the reactants [O-2:1].[Al+3].[O-2:3].[O-2].[Al+3].O.[CH3:7][S:8][C:9]1[CH:14]=[CH:13][CH:12]=[CH:11][C:10]=1[O:15][CH:16]1[CH2:21][CH2:20][N:19]([C:22]([O:24][C:25]([CH3:28])([CH3:27])[CH3:26])=[O:23])[CH2:18][CH2:17]1.OOS([O-])=O.[K+], predict the reaction product. The product is: [CH3:7][S:8]([C:9]1[CH:14]=[CH:13][CH:12]=[CH:11][C:10]=1[O:15][CH:16]1[CH2:21][CH2:20][N:19]([C:22]([O:24][C:25]([CH3:28])([CH3:27])[CH3:26])=[O:23])[CH2:18][CH2:17]1)(=[O:3])=[O:1]. (5) Given the reactants [C:1]([C:9]1[CH:14]=[C:13](Br)[CH:12]=[CH:11][C:10]=1[NH:16][C:17](=[O:22])[C:18]([F:21])([F:20])[F:19])(=[O:8])[C:2]1[CH:7]=[CH:6][CH:5]=[CH:4][CH:3]=1.[CH2:23]([Sn](CCCC)(CCCC)C=C)[CH2:24]CC, predict the reaction product. The product is: [C:1]([C:9]1[CH:14]=[C:13]([CH:23]=[CH2:24])[CH:12]=[CH:11][C:10]=1[NH:16][C:17](=[O:22])[C:18]([F:21])([F:20])[F:19])(=[O:8])[C:2]1[CH:7]=[CH:6][CH:5]=[CH:4][CH:3]=1. (6) The product is: [CH3:28][O:27][C:24]1[CH:23]=[CH:22][C:21]([CH2:20][NH:19][C:15]2[N:14]=[C:13]([CH2:12][CH2:11][CH2:10][CH2:9][C:8](=[O:29])[CH:7]=[CH:40][C:31]3[CH:32]=[N:33][C:34]4[C:39](=[CH:38][CH:37]=[CH:36][CH:35]=4)[N:30]=3)[CH:18]=[CH:17][CH:16]=2)=[CH:26][CH:25]=1. Given the reactants COP([CH2:7][C:8](=[O:29])[CH2:9][CH2:10][CH2:11][CH2:12][C:13]1[CH:18]=[CH:17][CH:16]=[C:15]([NH:19][CH2:20][C:21]2[CH:26]=[CH:25][C:24]([O:27][CH3:28])=[CH:23][CH:22]=2)[N:14]=1)(=O)OC.[N:30]1[C:39]2[C:34](=[CH:35][CH:36]=[CH:37][CH:38]=2)[N:33]=[CH:32][C:31]=1[CH:40]=O.[OH-].[Na+], predict the reaction product. (7) Given the reactants [NH2:1][C:2]1[C:3]([NH:11][C:12]2[CH:17]=[CH:16][C:15]([CH2:18][CH2:19][OH:20])=[CH:14][CH:13]=2)=[N:4][C:5]([CH3:10])=[C:6]([Br:9])[C:7]=1[CH3:8].[C:21](Cl)(=[O:26])[CH2:22][CH2:23][CH2:24][CH3:25], predict the reaction product. The product is: [C:21]([O:20][CH2:19][CH2:18][C:15]1[CH:16]=[CH:17][C:12]([N:11]2[C:3]3=[N:4][C:5]([CH3:10])=[C:6]([Br:9])[C:7]([CH3:8])=[C:2]3[N:1]=[C:10]2[CH2:5][CH2:6][CH2:7][CH3:2])=[CH:13][CH:14]=1)(=[O:26])[CH2:22][CH2:23][CH2:24][CH3:25].